The task is: Predict the reaction yield, written as a fraction of the theoretical maximum amount of product (1.0 means a 100% yield; for example, 0.34 means a 34% yield).. This data is from Reaction yield outcomes from USPTO patents with 853,638 reactions. (1) The reactants are [CH3:1][O:2][C:3]([C:5]1[CH:10]=[C:9]([NH2:11])[N:8]=[C:7]([C:12]2[CH:17]=[CH:16][C:15]([Cl:18])=[C:14]([O:19][CH3:20])[C:13]=2[F:21])[N:6]=1)=[O:4].[Br:22]N1C(=O)CCC1=O. The catalyst is C(Cl)(Cl)Cl. The product is [CH3:1][O:2][C:3]([C:5]1[C:10]([Br:22])=[C:9]([NH2:11])[N:8]=[C:7]([C:12]2[CH:17]=[CH:16][C:15]([Cl:18])=[C:14]([O:19][CH3:20])[C:13]=2[F:21])[N:6]=1)=[O:4]. The yield is 0.770. (2) The reactants are [CH3:1][N:2]1[C:6]([N:7]2[CH2:12][CH2:11][CH:10]([NH:13]C(=O)OC(C)(C)C)[CH2:9][CH2:8]2)=[C:5]([NH2:21])[CH:4]=[N:3]1.C(OC([NH:29][C:30]1[S:34][C:33]([C:35]2[C:40]([F:41])=[CH:39][CH:38]=[CH:37][C:36]=2[F:42])=[N:32][C:31]=1[C:43](O)=[O:44])=O)(C)(C)C.CN(C(ON1N=NC2C=CC=NC1=2)=[N+](C)C)C.F[P-](F)(F)(F)(F)F. No catalyst specified. The product is [NH2:29][C:30]1[S:34][C:33]([C:35]2[C:40]([F:41])=[CH:39][CH:38]=[CH:37][C:36]=2[F:42])=[N:32][C:31]=1[C:43]([NH:21][C:5]1[CH:4]=[N:3][N:2]([CH3:1])[C:6]=1[N:7]1[CH2:8][CH2:9][CH:10]([NH2:13])[CH2:11][CH2:12]1)=[O:44]. The yield is 0.210. (3) The reactants are [P:1]([Cl:5])(Cl)([Cl:3])=[O:2].N1C(C)=CC=CC=1C.[N:14]1([CH:19]2[CH2:24][CH2:23][NH:22][CH2:21][CH2:20]2)[CH2:18][CH2:17][CH2:16][CH2:15]1. The catalyst is C(Cl)Cl. The product is [ClH:3].[N:14]1([CH:19]2[CH2:24][CH2:23][N:22]([P:1]([Cl:5])([Cl:3])=[O:2])[CH2:21][CH2:20]2)[CH2:18][CH2:17][CH2:16][CH2:15]1. The yield is 0.910. (4) The reactants are [NH2:1][C:2]1[CH:3]=[C:4]([C:16]2[CH:23]=[CH:22][C:19]([C:20]#[N:21])=[CH:18][CH:17]=2)[C:5]([C:9]2[CH:14]=[CH:13][C:12]([CH3:15])=[CH:11][CH:10]=2)=[N:6][C:7]=1[CH3:8].N1C=CC=CC=1.[CH3:30][C:31](OC(C)=O)=[O:32].C(=O)(O)[O-].[Na+]. The catalyst is C(Cl)Cl. The product is [C:20]([C:19]1[CH:18]=[CH:17][C:16]([C:4]2[CH:3]=[C:2]([NH:1][C:31](=[O:32])[CH3:30])[C:7]([CH3:8])=[N:6][C:5]=2[C:9]2[CH:10]=[CH:11][C:12]([CH3:15])=[CH:13][CH:14]=2)=[CH:23][CH:22]=1)#[N:21]. The yield is 0.860. (5) The reactants are C(=O)([O-])[O-].[Na+].[Na+].Br[C:8]1[CH:13]=[CH:12][C:11]([CH2:14][C:15]([O:17][CH3:18])=[O:16])=[CH:10][CH:9]=1.[CH3:19][O:20][C:21]1[CH:26]=[CH:25][C:24](B(O)O)=[CH:23][CH:22]=1.O. The catalyst is C1(C)C(CCO)=CC=CC=1.C1C=CC([P]([Pd]([P](C2C=CC=CC=2)(C2C=CC=CC=2)C2C=CC=CC=2)([P](C2C=CC=CC=2)(C2C=CC=CC=2)C2C=CC=CC=2)[P](C2C=CC=CC=2)(C2C=CC=CC=2)C2C=CC=CC=2)(C2C=CC=CC=2)C2C=CC=CC=2)=CC=1. The product is [CH3:19][O:20][C:21]1[CH:26]=[CH:25][C:24]([C:8]2[CH:13]=[CH:12][C:11]([CH2:14][C:15]([O:17][CH3:18])=[O:16])=[CH:10][CH:9]=2)=[CH:23][CH:22]=1. The yield is 0.960. (6) The reactants are Cl.[Br:2][C:3]1[C:11]([CH3:12])=[CH:10][C:6]([C:7]([OH:9])=[O:8])=[C:5]([NH:13]N)[CH:4]=1.O=[C:16]1[CH2:21][CH2:20][CH2:19][CH:18]([C:22]([O:24][CH2:25][CH3:26])=[O:23])[CH2:17]1.C(O)(=O)C. The catalyst is C1(C)C=CC=CC=1. The product is [Br:2][C:3]1[C:11]([CH3:12])=[CH:10][C:6]([C:7]([OH:9])=[O:8])=[C:5]2[C:4]=1[C:21]1[CH2:20][CH2:19][CH:18]([C:22]([O:24][CH2:25][CH3:26])=[O:23])[CH2:17][C:16]=1[NH:13]2. The yield is 0.550. (7) The reactants are [Br:1][C:2]1[CH:14]=[CH:13][C:5]([O:6][CH2:7][C:8]([CH3:12])([OH:11])[CH2:9][OH:10])=[CH:4][CH:3]=1.[CH3:15][C:16]([CH3:18])=O.O1CCCC1.C(=O)([O-])[O-].[Na+].[Na+]. The catalyst is O.C(OCC)(=O)C. The product is [Br:1][C:2]1[CH:3]=[CH:4][C:5]([O:6][CH2:7][C:8]2([CH3:12])[CH2:9][O:10][C:16]([CH3:18])([CH3:15])[O:11]2)=[CH:13][CH:14]=1. The yield is 0.400. (8) The reactants are [CH2:1]([N:3]1[C:12]2[C:7](=[CH:8][CH:9]=[C:10]([O:13][CH3:14])[CH:11]=2)[C:6]([CH2:15][S:16](O)(=[O:18])=[O:17])=[CH:5][C:4]1([CH3:21])[CH3:20])C.CN1C2C(=CC=C(OC)C=2)C(CS(O)(=O)=O)CC1(C)C.P(Cl)(Cl)(Cl)(Cl)[Cl:43]. No catalyst specified. The product is [CH3:1][N:3]1[C:12]2[C:7](=[CH:8][CH:9]=[C:10]([O:13][CH3:14])[CH:11]=2)[CH:6]([CH2:15][S:16]([Cl:43])(=[O:18])=[O:17])[CH2:5][C:4]1([CH3:21])[CH3:20]. The yield is 0.780.